Dataset: Reaction yield outcomes from USPTO patents with 853,638 reactions. Task: Predict the reaction yield, written as a fraction of the theoretical maximum amount of product (1.0 means a 100% yield; for example, 0.34 means a 34% yield). (1) The reactants are [CH2:1]([O:8][C:9]1[CH:21]=[C:20]2[C:12]([C:13]3[CH:14]=[CH:15][C:16]([NH:22][CH3:23])=[CH:17][C:18]=3[NH:19]2)=[CH:11][CH:10]=1)[C:2]1[CH:7]=[CH:6][CH:5]=[CH:4][CH:3]=1.[CH:24]([OH:26])=O.C(Cl)CCl. The catalyst is CN(C1C=CN=CC=1)C.N1C=CC=CC=1. The product is [CH2:1]([O:8][C:9]1[CH:21]=[C:20]2[C:12]([C:13]3[CH:14]=[CH:15][C:16]([N:22]([CH3:23])[CH:24]=[O:26])=[CH:17][C:18]=3[NH:19]2)=[CH:11][CH:10]=1)[C:2]1[CH:3]=[CH:4][CH:5]=[CH:6][CH:7]=1. The yield is 0.830. (2) The reactants are [N:1]1[CH:6]=[CH:5][CH:4]=[C:3]([NH:7][C:8](=[O:15])OCC(Cl)(Cl)Cl)[CH:2]=1.Cl.Cl.[F:18][C:19]1[CH:20]=[C:21]([C:25]2[CH:30]=[CH:29][N:28]=[C:27]([N:31]3[CH2:36][CH2:35][NH:34][CH2:33][CH2:32]3)[N:26]=2)[CH:22]=[CH:23][CH:24]=1. The catalyst is O1CCCC1.CCCCCC. The product is [F:18][C:19]1[CH:20]=[C:21]([C:25]2[CH:30]=[CH:29][N:28]=[C:27]([N:31]3[CH2:36][CH2:35][N:34]([C:8]([NH:7][C:3]4[CH:2]=[N:1][CH:6]=[CH:5][CH:4]=4)=[O:15])[CH2:33][CH2:32]3)[N:26]=2)[CH:22]=[CH:23][CH:24]=1. The yield is 0.280. (3) The reactants are [CH3:1][N:2]([CH3:34])[C:3]([C:5]1[CH:6]=[CH:7][C:8]2[CH:12]=[C:11]([C:13]([C:18]3[CH:23]=[CH:22][C:21]([O:24][CH2:25][C:26](=[O:31])[C:27]([CH3:30])([CH3:29])[CH3:28])=[C:20]([CH3:32])[CH:19]=3)([CH2:16][CH3:17])[CH2:14][CH3:15])[S:10][C:9]=2[CH:33]=1)=[O:4].[BH4-].[Na+]. No catalyst specified. The product is [CH3:34][N:2]([CH3:1])[C:3]([C:5]1[CH:6]=[CH:7][C:8]2[CH:12]=[C:11]([C:13]([CH2:16][CH3:17])([C:18]3[CH:23]=[CH:22][C:21]([O:24][CH2:25][CH:26]([OH:31])[C:27]([CH3:30])([CH3:29])[CH3:28])=[C:20]([CH3:32])[CH:19]=3)[CH2:14][CH3:15])[S:10][C:9]=2[CH:33]=1)=[O:4]. The yield is 1.00. (4) The reactants are [OH:1][NH:2][C:3](=[O:19])[O:4][CH2:5][CH:6]1[C:18]2[CH:17]=[CH:16][CH:15]=[CH:14][C:13]=2[C:12]2[C:7]1=[CH:8][CH:9]=[CH:10][CH:11]=2.[Cl:20][C:21]1[CH:29]=[CH:28][C:24]([C:25](Cl)=[O:26])=[CH:23][CH:22]=1.C(N(CC)CC)C.O. The catalyst is C(OCC)(=O)C. The product is [Cl:20][C:21]1[CH:29]=[CH:28][C:24]([C:25]([O:1][NH:2][C:3](=[O:19])[O:4][CH2:5][CH:6]2[C:18]3[CH:17]=[CH:16][CH:15]=[CH:14][C:13]=3[C:12]3[C:7]2=[CH:8][CH:9]=[CH:10][CH:11]=3)=[O:26])=[CH:23][CH:22]=1. The yield is 0.980. (5) The reactants are [Cl:1][C:2]1[N:7]=[CH:6][C:5]([NH:8][CH2:9][CH2:10][OH:11])=[C:4](I)[CH:3]=1.[CH3:13][C:14]([CH3:18])([CH3:17])[C:15]#[CH:16]. The catalyst is CCN(CC)CC.[Cu]I. The product is [Cl:1][C:2]1[N:7]=[CH:6][C:5]([NH:8][CH2:9][CH2:10][OH:11])=[C:4]([C:16]#[C:15][C:14]([CH3:18])([CH3:17])[CH3:13])[CH:3]=1. The yield is 0.290. (6) The product is [C:1]([C:5]1[CH:10]=[CH:9][CH:8]=[CH:7][C:6]=1[N:11]1[CH2:12][CH2:13][N:14]([C:17](=[O:24])[CH2:18][CH2:19][C:20]([OH:22])=[O:21])[CH2:15][CH2:16]1)([CH3:4])([CH3:2])[CH3:3]. The catalyst is C1COCC1. The reactants are [C:1]([C:5]1[CH:10]=[CH:9][CH:8]=[CH:7][C:6]=1[N:11]1[CH2:16][CH2:15][N:14]([C:17](=[O:24])[CH2:18][CH2:19][C:20]([O:22]C)=[O:21])[CH2:13][CH2:12]1)([CH3:4])([CH3:3])[CH3:2].[OH-].[Li+].CO.O.CC#N.O. The yield is 0.920. (7) The reactants are [CH3:1][O:2][C:3]1[C:14]2=[C:15]3[N:10]([CH2:11][CH2:12][CH2:13]2)[CH2:9][CH2:8][CH2:7][C:6]3=[CH:5][C:4]=1[CH:16]=O.[C:18]([C:20]1[C:21](=[C:28]([C:31]#[N:32])[C:29]#[N:30])[O:22][C:23]([CH3:27])([CH3:26])[C:24]=1[CH3:25])#[N:19]. The catalyst is C(O)C. The product is [C:18]([C:20]1[C:21](=[C:28]([C:29]#[N:30])[C:31]#[N:32])[O:22][C:23]([CH3:26])([CH3:27])[C:24]=1[CH:25]=[CH:16][C:4]1[CH:5]=[C:6]2[C:15]3[N:10]([CH2:9][CH2:8][CH2:7]2)[CH2:11][CH2:12][CH2:13][C:14]=3[C:3]=1[O:2][CH3:1])#[N:19]. The yield is 0.852. (8) The reactants are Br[CH2:2][C:3]#[N:4].C(N(CC)C(C)C)(C)C.[N:14]([CH2:17][CH:18]([S:32][S:33][CH3:34])[CH2:19][C@H:20]([NH:24][C:25]([O:27][C:28]([CH3:31])([CH3:30])[CH3:29])=[O:26])[C:21]([OH:23])=[O:22])=[N+:15]=[N-:16]. The catalyst is C(#N)C. The product is [C:3]([CH2:2][O:23][C:21](=[O:22])[C@@H:20]([NH:24][C:25]([O:27][C:28]([CH3:30])([CH3:29])[CH3:31])=[O:26])[CH2:19][CH:18]([S:32][S:33][CH3:34])[CH2:17][N:14]=[N+:15]=[N-:16])#[N:4]. The yield is 0.970.